This data is from Catalyst prediction with 721,799 reactions and 888 catalyst types from USPTO. The task is: Predict which catalyst facilitates the given reaction. (1) Reactant: [CH3:1][C:2]1([CH:17]=O)[CH2:6][CH:5]2[CH:7]([CH3:16])[C:8]([N+:13]([O-:15])=[O:14])=[C:9]([CH3:12])[C:10]([CH3:11])=[C:4]2[O:3]1.[CH2:19]1[C:31]2[NH:30][C:29]3[C:24](=[CH:25][CH:26]=[CH:27][CH:28]=3)[C:23]=2[CH2:22][CH2:21][NH:20]1.C(O[BH-](OC(=O)C)OC(=O)C)(=O)C.[Na+].[OH-].[Na+]. Product: [N+:13]([C:8]1[CH:7]([CH3:16])[CH:5]2[CH2:6][C:2]([CH2:17][N:20]3[CH2:21][CH2:22][C:23]4[C:24]5[C:29](=[CH:28][CH:27]=[CH:26][CH:25]=5)[NH:30][C:31]=4[CH2:19]3)([CH3:1])[O:3][C:4]2=[C:10]([CH3:11])[C:9]=1[CH3:12])([O-:15])=[O:14]. The catalyst class is: 699. (2) Reactant: [CH2:1]([C:3]1[NH:4][C:5]2[C:10]([C:11](=[O:14])[C:12]=1I)=[CH:9][C:8]([F:15])=[CH:7][CH:6]=2)[CH3:2].C([Sn](CCCC)(CCCC)[C:21]1[CH:26]=[CH:25][CH:24]=[CH:23][N:22]=1)CCC. Product: [CH2:1]([C:3]1[NH:4][C:5]2[C:10]([C:11](=[O:14])[C:12]=1[C:21]1[CH:26]=[CH:25][CH:24]=[CH:23][N:22]=1)=[CH:9][C:8]([F:15])=[CH:7][CH:6]=2)[CH3:2]. The catalyst class is: 77. (3) Reactant: [CH2:1](Br)[C:2]1[CH:7]=[CH:6][CH:5]=[CH:4][CH:3]=1.[OH:9][C:10]1[CH:27]=[CH:26][C:25]2[C@@H:24]3[C@H:15]([C@H:16]4[C@@:20]([CH2:22][CH2:23]3)([CH3:21])[C:19](=[O:28])[CH2:18][CH2:17]4)[C@@H:14]([OH:29])[CH2:13][C:12]=2[CH:11]=1.[OH-].[Li+]. Product: [CH2:1]([O:9][C:10]1[CH:27]=[CH:26][C:25]2[C@@H:24]3[C@H:15]([C@H:16]4[C@@:20]([CH2:22][CH2:23]3)([CH3:21])[C:19](=[O:28])[CH2:18][CH2:17]4)[C@@H:14]([OH:29])[CH2:13][C:12]=2[CH:11]=1)[C:2]1[CH:7]=[CH:6][CH:5]=[CH:4][CH:3]=1. The catalyst class is: 9. (4) Reactant: [Br:1][C:2]1[CH:7]=[C:6]([N+:8]([O-])=O)[C:5]([F:11])=[CH:4][C:3]=1[CH3:12]. Product: [Br:1][C:2]1[C:3]([CH3:12])=[CH:4][C:5]([F:11])=[C:6]([NH2:8])[CH:7]=1. The catalyst class is: 94.